From a dataset of Full USPTO retrosynthesis dataset with 1.9M reactions from patents (1976-2016). Predict the reactants needed to synthesize the given product. (1) Given the product [Br:1][C:2]1[CH:3]=[C:4]2[C:5]([C:16]([OH:17])=[CH:11][CH:10]=[N:9]2)=[CH:6][C:7]=1[F:8], predict the reactants needed to synthesize it. The reactants are: [Br:1][C:2]1[CH:3]=[C:4]([NH:9][CH:10]=[C:11]2[C:16](=[O:17])OC(C)(C)OC2=O)[CH:5]=[CH:6][C:7]=1[F:8]. (2) Given the product [NH:1]1[CH:5]=[CH:4][C:3]([CH2:6][NH:7][C:28]([C:24]2[S:23][C:22]([N:19]3[CH:20]=[CH:21][C:16]([O:15][CH2:8][C:9]4[CH:14]=[CH:13][CH:12]=[CH:11][CH:10]=4)=[CH:17][C:18]3=[O:31])=[N:26][C:25]=2[CH3:27])=[O:29])=[N:2]1, predict the reactants needed to synthesize it. The reactants are: [NH:1]1[CH:5]=[CH:4][C:3]([CH2:6][NH2:7])=[N:2]1.[CH2:8]([O:15][C:16]1[CH:21]=[CH:20][N:19]([C:22]2[S:23][C:24]([C:28](O)=[O:29])=[C:25]([CH3:27])[N:26]=2)[C:18](=[O:31])[CH:17]=1)[C:9]1[CH:14]=[CH:13][CH:12]=[CH:11][CH:10]=1. (3) Given the product [NH2:2][C:1]1[C:3]2[C:4](=[N:5][CH:24]=[CH:8][C:7]=2[N:9]2[CH2:15][CH2:14][CH2:13][N:12]([C:16]3[CH:17]=[N:18][C:19]([O:22][CH3:23])=[CH:20][CH:21]=3)[CH2:11][CH2:10]2)[S:6][C:35]=1[C:36]([NH2:38])=[O:37], predict the reactants needed to synthesize it. The reactants are: [C:1](/[C:3](=[C:7](/[N:9]1[CH2:15][CH2:14][CH2:13][N:12]([C:16]2[CH:17]=[N:18][C:19]([O:22][CH3:23])=[CH:20][CH:21]=2)[CH2:11][CH2:10]1)\[CH3:8])/[C:4](=[S:6])[NH2:5])#[N:2].[CH3:24]OC(OC)N(C)C.[OH-].[Na+].Cl[CH2:35][C:36]([NH2:38])=[O:37]. (4) Given the product [Cl:20][CH2:19][CH2:18][O:1][C:2]1[CH:3]=[C:4]([C:8]2[CH:13]=[CH:12][C:11]([C:14]([NH2:16])=[O:15])=[CH:10][CH:9]=2)[CH:5]=[CH:6][CH:7]=1.[Br:17][CH2:18][CH2:19][O:1][C:2]1[CH:3]=[C:4]([C:8]2[CH:13]=[CH:12][C:11]([C:14]([NH2:16])=[O:15])=[CH:10][CH:9]=2)[CH:5]=[CH:6][CH:7]=1, predict the reactants needed to synthesize it. The reactants are: [OH:1][C:2]1[CH:3]=[C:4]([C:8]2[CH:13]=[CH:12][C:11]([C:14]([NH2:16])=[O:15])=[CH:10][CH:9]=2)[CH:5]=[CH:6][CH:7]=1.[Br:17][CH2:18][CH2:19][Cl:20].C(=O)([O-])[O-].[K+].[K+]. (5) Given the product [CH:1]1([N:5]2[CH2:11][CH2:10][C:9]3[CH:12]=[CH:13][C:14]([C:16]4[CH:17]=[CH:18][C:19]([C:22]([N:25]5[CH2:30][CH2:29][O:28][CH2:27][CH2:26]5)=[O:23])=[CH:20][N:21]=4)=[CH:15][C:8]=3[CH2:7][CH2:6]2)[CH2:2][CH2:3][CH2:4]1, predict the reactants needed to synthesize it. The reactants are: [CH:1]1([N:5]2[CH2:11][CH2:10][C:9]3[CH:12]=[CH:13][C:14]([C:16]4[N:21]=[CH:20][C:19]([C:22](O)=[O:23])=[CH:18][CH:17]=4)=[CH:15][C:8]=3[CH2:7][CH2:6]2)[CH2:4][CH2:3][CH2:2]1.[NH:25]1[CH2:30][CH2:29][O:28][CH2:27][CH2:26]1. (6) Given the product [N:24](/[C:23](=[CH:4]/[C:6]1[CH:11]=[CH:10][C:9]([NH:12][C:13]([O:14][C:15]([CH3:18])([CH3:17])[CH3:16])=[O:19])=[CH:8][CH:7]=1)/[C:22]([O:21][CH3:20])=[O:27])=[N+:25]=[N-:26], predict the reactants needed to synthesize it. The reactants are: C[O-].[Na+].[CH:4]([C:6]1[CH:11]=[CH:10][C:9]([NH:12][C:13](=[O:19])[O:14][C:15]([CH3:18])([CH3:17])[CH3:16])=[CH:8][CH:7]=1)=O.[CH3:20][O:21][C:22](=[O:27])[CH2:23][N:24]=[N+:25]=[N-:26]. (7) Given the product [CH3:18][S:19]([O:17][C@@H:14]1[CH2:15][O:16][C@H:10]2[C@@H:11]([O:12][CH:7]([C:1]3[CH:2]=[CH:3][CH:4]=[CH:5][CH:6]=3)[O:8][CH2:9]2)[CH2:13]1)(=[O:21])=[O:20], predict the reactants needed to synthesize it. The reactants are: [C:1]1([CH:7]2[O:12][C@H:11]3[CH2:13][C@H:14]([OH:17])[CH2:15][O:16][C@@H:10]3[CH2:9][O:8]2)[CH:6]=[CH:5][CH:4]=[CH:3][CH:2]=1.[CH3:18][S:19](Cl)(=[O:21])=[O:20]. (8) Given the product [CH3:1][S:2]([NH:5][C:29]([C:22]1[CH:23]=[C:24]2[C:19](=[CH:20][CH:21]=1)[NH:18][CH:17]([C:13]1[CH:12]=[C:11]([CH:16]=[CH:15][CH:14]=1)[C:8]([NH2:9])=[O:10])[CH2:26][C:25]2([CH3:28])[CH3:27])=[O:30])(=[O:4])=[O:3], predict the reactants needed to synthesize it. The reactants are: [CH3:1][S:2]([NH2:5])(=[O:4])=[O:3].[H-].[Na+].[C:8]([C:11]1[CH:12]=[C:13]([CH:17]2[CH2:26][C:25]([CH3:28])([CH3:27])[C:24]3[C:19](=[CH:20][CH:21]=[C:22]([C:29](O)=[O:30])[CH:23]=3)[NH:18]2)[CH:14]=[CH:15][CH:16]=1)(=[O:10])[NH2:9].C(N1C=CN=C1)(N1C=CN=C1)=O.